This data is from Forward reaction prediction with 1.9M reactions from USPTO patents (1976-2016). The task is: Predict the product of the given reaction. (1) Given the reactants [OH-:1].[K+].[Cl:3][C:4]1[CH:5]=[C:6]([C:11]2([C:24]([F:27])([F:26])[F:25])[O:15][N:14]=[C:13]([C:16]3[S:20][C:19]([CH3:21])=[C:18]([C:22]#N)[CH:17]=3)[CH2:12]2)[CH:7]=[C:8]([Cl:10])[CH:9]=1.[OH2:28], predict the reaction product. The product is: [Cl:3][C:4]1[CH:5]=[C:6]([C:11]2([C:24]([F:27])([F:26])[F:25])[O:15][N:14]=[C:13]([C:16]3[S:20][C:19]([CH3:21])=[C:18]([C:22]([OH:28])=[O:1])[CH:17]=3)[CH2:12]2)[CH:7]=[C:8]([Cl:10])[CH:9]=1. (2) Given the reactants C(OC([N:8]1[C@@H:16]2[C@@H:11]([CH2:12][CH2:13][CH2:14][CH2:15]2)[CH2:10][C@H:9]1[CH2:17][NH:18][CH2:19][C:20]([CH3:30])=[CH:21][C:22]1[CH:27]=[CH:26][C:25]([F:28])=[CH:24][C:23]=1[F:29])=O)(C)(C)C.[CH3:31][O:32][C:33]1[C:38]2[O:39][C:40]([CH3:43])([CH3:42])[O:41][C:37]=2[CH:36]=[C:35]([C:44](O)=[O:45])[CH:34]=1.O.[Cl-].COC1N=C(OC)N=C([N+]2(C)CCOCC2)N=1, predict the reaction product. The product is: [F:29][C:23]1[CH:24]=[C:25]([F:28])[CH:26]=[CH:27][C:22]=1/[CH:21]=[C:20](\[CH3:30])/[CH2:19][N:18]([CH2:17][C@@H:9]1[CH2:10][C@H:11]2[C@H:16]([CH2:15][CH2:14][CH2:13][CH2:12]2)[NH:8]1)[C:44]([C:35]1[CH:34]=[C:33]([O:32][CH3:31])[C:38]2[O:39][C:40]([CH3:43])([CH3:42])[O:41][C:37]=2[CH:36]=1)=[O:45]. (3) Given the reactants [Mg:1].[C:2]([OH:5])(=[O:4])[CH3:3], predict the reaction product. The product is: [C:2]([O-:5])(=[O:4])[CH3:3].[Mg+2:1].[C:2]([O-:5])(=[O:4])[CH3:3].[O-2:4].[Mg+2:1]. (4) Given the reactants [OH-:1].[Li+].[CH3:3][C:4]([C:6]1[C:7]([OH:13])=[CH:8][CH:9]=[CH:10][C:11]=1[OH:12])=[O:5].[C:14](Cl)(=[O:24])[C:15]1[CH:23]=[CH:22][CH:21]=[C:17]([C:18](Cl)=O)[CH:16]=1.Cl, predict the reaction product. The product is: [OH:13][C:7]1[CH:8]=[CH:9][CH:10]=[C:11]2[C:6]=1[C:4](=[O:5])[CH:3]=[C:18]([C:17]1[CH:16]=[C:15]([CH:23]=[CH:22][CH:21]=1)[C:14]1[O:24][C:7]3[C:6]([C:4](=[O:1])[CH:3]=1)=[C:11]([OH:12])[CH:10]=[CH:9][CH:8]=3)[O:12]2. (5) Given the reactants [C:1]([C:3]1[CH:4]=[C:5]2[C:10](=[CH:11][C:12]=1[O:13][C:14]1[CH:22]=[CH:21][C:17]([C:18](O)=[O:19])=[CH:16][CH:15]=1)[O:9][CH2:8][CH2:7][CH:6]2[C:23]([O:25][CH3:26])=[O:24])#[N:2].Cl.CN(C)CCCN=C=NCC.O.ON1C2C=CC=CC=2N=N1.Cl.[Cl:51][C:52]1[CH:57]=[CH:56][C:55]([CH:58]2[CH2:60][CH:59]2[NH2:61])=[CH:54][CH:53]=1.C(N(CC)CC)C, predict the reaction product. The product is: [Cl:51][C:52]1[CH:53]=[CH:54][C:55]([CH:58]2[CH2:60][CH:59]2[NH:61][C:18]([C:17]2[CH:16]=[CH:15][C:14]([O:13][C:12]3[CH:11]=[C:10]4[C:5]([CH:6]([C:23]([O:25][CH3:26])=[O:24])[CH2:7][CH2:8][O:9]4)=[CH:4][C:3]=3[C:1]#[N:2])=[CH:22][CH:21]=2)=[O:19])=[CH:56][CH:57]=1. (6) Given the reactants [CH:1]1[N:5]=[CH:4][N:3]([C:6]([N:8]2C=N[CH:10]=[CH:9]2)=[O:7])[CH:2]=1.[N:13]1([C:20]2[CH:25]=[CH:24][CH:23]=[CH:22][N:21]=2)[CH2:18]CC(N)[CH2:15][CH2:14]1, predict the reaction product. The product is: [N:13]1([C:20]2[CH:25]=[CH:24][CH:23]=[CH:22][N:21]=2)[CH2:18][CH2:10][CH:9]([NH:8][C:6]([N:3]2[CH:2]=[CH:1][N:5]=[CH:4]2)=[O:7])[CH2:15][CH2:14]1. (7) Given the reactants [CH2:1]([O:3][C:4]([C:6]1[C:7](=[O:21])[O:8][C:9]2[C:14]([CH:15]=1)=[C:13]([CH3:16])[CH:12]=[C:11]([O:17][CH2:18][O:19][CH3:20])[CH:10]=2)=[O:5])[CH3:2].C1C(=O)N([Br:29])C(=O)C1.CC(N=NC(C#N)(C)C)(C#N)C, predict the reaction product. The product is: [CH2:1]([O:3][C:4]([C:6]1[C:7](=[O:21])[O:8][C:9]2[C:14]([CH:15]=1)=[C:13]([CH2:16][Br:29])[CH:12]=[C:11]([O:17][CH2:18][O:19][CH3:20])[CH:10]=2)=[O:5])[CH3:2].